Dataset: NCI-60 drug combinations with 297,098 pairs across 59 cell lines. Task: Regression. Given two drug SMILES strings and cell line genomic features, predict the synergy score measuring deviation from expected non-interaction effect. (1) Drug 1: C1=NC2=C(N1)C(=S)N=C(N2)N. Drug 2: C1=NNC2=C1C(=O)NC=N2. Cell line: NCI-H322M. Synergy scores: CSS=25.6, Synergy_ZIP=-7.87, Synergy_Bliss=-7.23, Synergy_Loewe=-63.4, Synergy_HSA=-9.33. (2) Cell line: SK-MEL-28. Synergy scores: CSS=14.2, Synergy_ZIP=-1.34, Synergy_Bliss=6.92, Synergy_Loewe=0.419, Synergy_HSA=3.56. Drug 2: C1=CC(=CC=C1CCCC(=O)O)N(CCCl)CCCl. Drug 1: C1=CC(=CC=C1CCC2=CNC3=C2C(=O)NC(=N3)N)C(=O)NC(CCC(=O)O)C(=O)O. (3) Drug 1: CC1=C(C(CCC1)(C)C)C=CC(=CC=CC(=CC(=O)O)C)C. Drug 2: C(CC(=O)O)C(=O)CN.Cl. Synergy scores: CSS=2.03, Synergy_ZIP=-0.936, Synergy_Bliss=3.20, Synergy_Loewe=0.304, Synergy_HSA=-0.127. Cell line: KM12. (4) Drug 1: CC1=C2C(C(=O)C3(C(CC4C(C3C(C(C2(C)C)(CC1OC(=O)C(C(C5=CC=CC=C5)NC(=O)OC(C)(C)C)O)O)OC(=O)C6=CC=CC=C6)(CO4)OC(=O)C)OC)C)OC. Drug 2: C1=C(C(=O)NC(=O)N1)F. Cell line: SW-620. Synergy scores: CSS=42.5, Synergy_ZIP=-9.58, Synergy_Bliss=-13.5, Synergy_Loewe=-8.19, Synergy_HSA=-6.06. (5) Synergy scores: CSS=-6.77, Synergy_ZIP=2.42, Synergy_Bliss=-0.443, Synergy_Loewe=-7.22, Synergy_HSA=-6.13. Drug 2: CC12CCC3C(C1CCC2O)C(CC4=C3C=CC(=C4)O)CCCCCCCCCS(=O)CCCC(C(F)(F)F)(F)F. Drug 1: CN(C)C1=NC(=NC(=N1)N(C)C)N(C)C. Cell line: BT-549. (6) Drug 1: CS(=O)(=O)C1=CC(=C(C=C1)C(=O)NC2=CC(=C(C=C2)Cl)C3=CC=CC=N3)Cl. Drug 2: C1C(C(OC1N2C=NC3=C(N=C(N=C32)Cl)N)CO)O. Cell line: T-47D. Synergy scores: CSS=8.95, Synergy_ZIP=-0.316, Synergy_Bliss=2.94, Synergy_Loewe=1.32, Synergy_HSA=1.53. (7) Drug 1: CC1=C2C(C(=O)C3(C(CC4C(C3C(C(C2(C)C)(CC1OC(=O)C(C(C5=CC=CC=C5)NC(=O)C6=CC=CC=C6)O)O)OC(=O)C7=CC=CC=C7)(CO4)OC(=O)C)O)C)OC(=O)C. Drug 2: CC1C(C(CC(O1)OC2CC(CC3=C2C(=C4C(=C3O)C(=O)C5=C(C4=O)C(=CC=C5)OC)O)(C(=O)CO)O)N)O.Cl. Cell line: HCT116. Synergy scores: CSS=46.4, Synergy_ZIP=-8.71, Synergy_Bliss=-10.3, Synergy_Loewe=-2.96, Synergy_HSA=-1.95. (8) Synergy scores: CSS=0.414, Synergy_ZIP=6.64, Synergy_Bliss=0.808, Synergy_Loewe=-2.28, Synergy_HSA=-2.19. Cell line: M14. Drug 2: CCCCCOC(=O)NC1=NC(=O)N(C=C1F)C2C(C(C(O2)C)O)O. Drug 1: CCC(=C(C1=CC=CC=C1)C2=CC=C(C=C2)OCCN(C)C)C3=CC=CC=C3.C(C(=O)O)C(CC(=O)O)(C(=O)O)O.